Dataset: Catalyst prediction with 721,799 reactions and 888 catalyst types from USPTO. Task: Predict which catalyst facilitates the given reaction. (1) The catalyst class is: 53. Reactant: [Cl:1][C:2]1[CH:7]=[CH:6][CH:5]=[C:4]([O:8][CH3:9])[C:3]=1[CH3:10].[Br:11]N1C(=O)CCC1=O.C1(C(OOC(=O)C2C=CC=CC=2)=O)C=CC=CC=1. Product: [Br:11][CH2:10][C:3]1[C:4]([O:8][CH3:9])=[CH:5][CH:6]=[CH:7][C:2]=1[Cl:1]. (2) The catalyst class is: 93. Product: [Br:3][C:4]1[CH:9]=[CH:8][C:7]([CH2:10][C:11](=[O:13])[CH2:10][C:7]2[CH:6]=[CH:5][C:4]([Br:3])=[CH:9][CH:8]=2)=[CH:6][CH:5]=1. Reactant: [H-].[Na+].[Br:3][C:4]1[CH:9]=[CH:8][C:7]([CH2:10][C:11]([O:13]CC)=O)=[CH:6][CH:5]=1.[H][H].Cl. (3) Reactant: [CH3:1][O:2][CH:3]([O:12][CH3:13])[C:4]1[CH:5]=[C:6]([Cl:11])[C:7](I)=[N:8][CH:9]=1.C([Mg]Cl)(C)C.[CH:19](=[O:21])[CH3:20]. Product: [CH3:1][O:2][CH:3]([O:12][CH3:13])[C:4]1[CH:5]=[C:6]([Cl:11])[C:7]([CH:19]([OH:21])[CH3:20])=[N:8][CH:9]=1. The catalyst class is: 1. (4) Reactant: Br[C:2]1[N:7]=[CH:6][C:5]([OH:8])=[CH:4][CH:3]=1.[F:9][C:10]1[CH:15]=[CH:14][C:13]([OH:16])=[CH:12][CH:11]=1.C(=O)([O-])[O-].[Cs+].[Cs+].O. Product: [F:9][C:10]1[CH:15]=[CH:14][C:13]([O:16][C:2]2[N:7]=[CH:6][C:5]([OH:8])=[CH:4][CH:3]=2)=[CH:12][CH:11]=1. The catalyst class is: 237. (5) The catalyst class is: 15. Product: [CH3:1][C:2]1[C:7]2[C:8](=[O:9])[NH:14][CH2:15][C:11](=[O:13])[NH:12][C:6]=2[CH:5]=[CH:4][CH:3]=1. Reactant: [CH3:1][C:2]1[CH:3]=[CH:4][CH:5]=[C:6]2[NH:12][C:11](=[O:13])O[C:8](=[O:9])[C:7]=12.[N:14]1C=CC=C[CH:15]=1. (6) Reactant: [CH3:1][N:2]1[CH2:18][CH2:17][C:5]2[N:6]([CH2:14][CH2:15][NH2:16])[C:7]3[CH:8]=[CH:9][C:10]([CH3:13])=[CH:11][C:12]=3[C:4]=2[CH2:3]1.[Cl:19][C:20]1[CH:28]=[C:27]([F:29])[CH:26]=[CH:25][C:21]=1[C:22](O)=[O:23].C1(N=C=NC2CCCCC2)CCCCC1. Product: [Cl:19][C:20]1[CH:28]=[C:27]([F:29])[CH:26]=[CH:25][C:21]=1[C:22]([NH:16][CH2:15][CH2:14][N:6]1[C:7]2[CH:8]=[CH:9][C:10]([CH3:13])=[CH:11][C:12]=2[C:4]2[CH2:3][N:2]([CH3:1])[CH2:18][CH2:17][C:5]1=2)=[O:23]. The catalyst class is: 119. (7) Reactant: [OH:1][C:2]1[CH:3]=[CH:4][CH:5]=[C:6]2[C:11]=1[NH:10][C:9](=[O:12])[CH:8]=[CH:7]2.[Cl-].[Al+3].[Cl-].[Cl-].[C:17](OC(=O)C)(=[O:19])[CH3:18]. Product: [C:17]([C:5]1[CH:4]=[CH:3][C:2]([OH:1])=[C:11]2[C:6]=1[CH:7]=[CH:8][C:9](=[O:12])[NH:10]2)(=[O:19])[CH3:18]. The catalyst class is: 262. (8) Reactant: Cl[C:2]1[N:7]=[C:6]([C:8]2[CH:13]=[CH:12][CH:11]=[CH:10][CH:9]=2)[N:5]=[C:4]([NH:14][C:15]2[CH:20]=[CH:19][C:18]([S:21]([CH3:24])(=[O:23])=[O:22])=[CH:17][CH:16]=2)[CH:3]=1.[OH:25][CH:26]1[CH2:31][CH2:30][NH:29][CH2:28][CH2:27]1. Product: [CH3:24][S:21]([C:18]1[CH:19]=[CH:20][C:15]([NH:14][C:4]2[N:5]=[C:6]([C:8]3[CH:13]=[CH:12][CH:11]=[CH:10][CH:9]=3)[N:7]=[C:2]([N:29]3[CH2:30][CH2:31][CH:26]([OH:25])[CH2:27][CH2:28]3)[CH:3]=2)=[CH:16][CH:17]=1)(=[O:23])=[O:22]. The catalyst class is: 51.